This data is from Forward reaction prediction with 1.9M reactions from USPTO patents (1976-2016). The task is: Predict the product of the given reaction. (1) The product is: [CH2:1]([N:3]1[C:4]2[CH:9]=[C:8]([CH2:10][CH:11]=[C:12]([CH3:14])[CH3:13])[C:7]([O:15][CH3:16])=[CH:6][C:5]=2[O:17][C:18]1=[O:19])[CH3:2]. Given the reactants [CH2:1]([NH:3][C:4]1[CH:9]=[C:8]([CH2:10][CH:11]=[C:12]([CH3:14])[CH3:13])[C:7]([O:15][CH3:16])=[CH:6][C:5]=1[OH:17])[CH3:2].[C:18](N1C=CN=C1)(N1C=CN=C1)=[O:19], predict the reaction product. (2) Given the reactants [OH:1][CH2:2][CH2:3][O:4][CH2:5][C:6]1[N:11]=[CH:10][C:9]([CH:12]([CH3:16])[C:13]([O-:15])=[O:14])=[CH:8][CH:7]=1.O1CCCC1.[OH-].[Na+], predict the reaction product. The product is: [OH:1][CH2:2][CH2:3][O:4][CH2:5][C:6]1[N:11]=[CH:10][C:9]([CH:12]([CH3:16])[C:13]([OH:15])=[O:14])=[CH:8][CH:7]=1. (3) Given the reactants [CH3:1][C:2]1[C:3]([CH2:14][S:15]([C:17]2[NH:18][C:19]3[CH:25]=[CH:24][CH:23]=[CH:22][C:20]=3[N:21]=2)=[O:16])=[N:4][CH:5]=[CH:6][C:7]=1[O:8][CH2:9][C:10]([F:13])([F:12])[F:11].[H-].[Na+].[C:28]1([S:34]([CH2:37][CH2:38][O:39][C:40](=[O:69])[CH2:41][O:42][C:43]2[CH:48]=[CH:47][C:46]([S:49](Cl)(=[O:51])=[O:50])=[CH:45][C:44]=2[O:53][CH2:54][C:55]([O:57][CH2:58][CH2:59][S:60]([C:63]2[CH:68]=[CH:67][CH:66]=[CH:65][CH:64]=2)(=[O:62])=[O:61])=[O:56])(=[O:36])=[O:35])[CH:33]=[CH:32][CH:31]=[CH:30][CH:29]=1.O, predict the reaction product. The product is: [C:28]1([S:34]([CH2:37][CH2:38][O:39][C:40](=[O:69])[CH2:41][O:42][C:43]2[CH:48]=[CH:47][C:46]([S:49]([N:21]3[C:20]4[CH:22]=[CH:23][CH:24]=[CH:25][C:19]=4[N:18]=[C:17]3[S:15]([CH2:14][C:3]3[C:2]([CH3:1])=[C:7]([O:8][CH2:9][C:10]([F:13])([F:11])[F:12])[CH:6]=[CH:5][N:4]=3)=[O:16])(=[O:50])=[O:51])=[CH:45][C:44]=2[O:53][CH2:54][C:55]([O:57][CH2:58][CH2:59][S:60]([C:63]2[CH:64]=[CH:65][CH:66]=[CH:67][CH:68]=2)(=[O:62])=[O:61])=[O:56])(=[O:36])=[O:35])[CH:33]=[CH:32][CH:31]=[CH:30][CH:29]=1. (4) Given the reactants [Cl:1][C:2]1[CH:15]=[CH:14][C:5]([O:6][C:7]2[CH:12]=[CH:11][C:10]([OH:13])=[CH:9][CH:8]=2)=[CH:4][CH:3]=1.[CH2:16](Br)[CH:17]=[CH2:18].C(=O)([O-])[O-].[Cs+].[Cs+].O, predict the reaction product. The product is: [Cl:1][C:2]1[CH:15]=[CH:14][C:5]([O:6][C:7]2[CH:12]=[CH:11][C:10]([O:13][CH2:18][CH:17]=[CH2:16])=[CH:9][CH:8]=2)=[CH:4][CH:3]=1.